This data is from Catalyst prediction with 721,799 reactions and 888 catalyst types from USPTO. The task is: Predict which catalyst facilitates the given reaction. Reactant: [CH3:1][C:2]1[N:3]=[C:4]([NH:7][C:8]([C:10]2[CH:15]=[C:14](Br)[CH:13]=[C:12]([CH3:17])[N:11]=2)=[O:9])[S:5][CH:6]=1.C([O-])(=O)C.[K+].[B:23]1([B:23]2[O:27][C:26]([CH3:29])([CH3:28])[C:25]([CH3:31])([CH3:30])[O:24]2)[O:27][C:26]([CH3:29])([CH3:28])[C:25]([CH3:31])([CH3:30])[O:24]1. Product: [CH3:1][C:2]1[N:3]=[C:4]([NH:7][C:8]([C:10]2[CH:15]=[C:14]([B:23]3[O:27][C:26]([CH3:29])([CH3:28])[C:25]([CH3:31])([CH3:30])[O:24]3)[CH:13]=[C:12]([CH3:17])[N:11]=2)=[O:9])[S:5][CH:6]=1. The catalyst class is: 12.